Predict the reactants needed to synthesize the given product. From a dataset of Full USPTO retrosynthesis dataset with 1.9M reactions from patents (1976-2016). Given the product [CH3:19][N:6]1[C:7](=[O:18])[C:8]2[CH:17]=[CH:16][CH:15]=[CH:14][C:9]=2[N:10]([CH3:13])[C:11]2[N:12]=[C:2]([NH:20][C:21]3[CH:31]=[CH:30][C:24]([C:25]([O:27][CH2:28][CH3:29])=[O:26])=[CH:23][C:22]=3[O:32][CH3:33])[N:3]=[CH:4][C:5]1=2, predict the reactants needed to synthesize it. The reactants are: Cl[C:2]1[N:3]=[CH:4][C:5]2[N:6]([CH3:19])[C:7](=[O:18])[C:8]3[CH:17]=[CH:16][CH:15]=[CH:14][C:9]=3[N:10]([CH3:13])[C:11]=2[N:12]=1.[NH2:20][C:21]1[CH:31]=[CH:30][C:24]([C:25]([O:27][CH2:28][CH3:29])=[O:26])=[CH:23][C:22]=1[O:32][CH3:33].CC(C1C=C(C(C)C)C(C2C=CC=CC=2P(C2CCCCC2)C2CCCCC2)=C(C(C)C)C=1)C.C(=O)([O-])[O-].[K+].[K+].